This data is from Forward reaction prediction with 1.9M reactions from USPTO patents (1976-2016). The task is: Predict the product of the given reaction. (1) Given the reactants Br[C:2]1[O:6][C:5]([CH3:7])=[C:4]([CH:8]=[O:9])[CH:3]=1.[CH3:10][O:11][C:12]1[CH:17]=[CH:16][C:15](B(O)O)=[CH:14][CH:13]=1.C(=O)([O-])[O-].[Na+].[Na+].COCCOC, predict the reaction product. The product is: [CH3:10][O:11][C:12]1[CH:17]=[CH:16][C:15]([C:2]2[O:6][C:5]([CH3:7])=[C:4]([CH:8]=[O:9])[CH:3]=2)=[CH:14][CH:13]=1. (2) Given the reactants Br[C:2]1[CH:7]=[CH:6][N:5]=[C:4]([C:8]([N:10]2[CH2:15][CH2:14][N:13]([S:16]([C:19]3[CH:24]=[CH:23][C:22]([C:25]([F:28])([F:27])[F:26])=[CH:21][CH:20]=3)(=[O:18])=[O:17])[CH2:12][CH2:11]2)=[O:9])[CH:3]=1.CC1(C)C(C)(C)OB([C:37]2[CH:42]=[CH:41][CH:40]=[CH:39][N:38]=2)O1.C(=O)([O-])[O-].[Na+].[Na+].COCCOC, predict the reaction product. The product is: [F:26][C:25]([F:28])([F:27])[C:22]1[CH:23]=[CH:24][C:19]([S:16]([N:13]2[CH2:14][CH2:15][N:10]([C:8]([C:4]3[CH:3]=[C:2]([C:37]4[CH:42]=[CH:41][CH:40]=[CH:39][N:38]=4)[CH:7]=[CH:6][N:5]=3)=[O:9])[CH2:11][CH2:12]2)(=[O:18])=[O:17])=[CH:20][CH:21]=1. (3) Given the reactants [CH:1]([NH:3][C:4]1[CH:16]=[CH:15][C:7]([C:8]([O:10][C:11]([CH3:14])([CH3:13])[CH3:12])=[O:9])=[CH:6][CH:5]=1)=O.O=P(Cl)(Cl)Cl, predict the reaction product. The product is: [N+:3]([C:4]1[CH:16]=[CH:15][C:7]([C:8]([O:10][C:11]([CH3:12])([CH3:14])[CH3:13])=[O:9])=[CH:6][CH:5]=1)#[C-:1]. (4) Given the reactants [CH3:1][C:2]1([CH3:17])[C:7](=[O:8])[NH:6][C:5]2[CH:9]=[CH:10][C:11]([C:13](OC)=[O:14])=[CH:12][C:4]=2[O:3]1.[H-].C([Al+]CC(C)C)C(C)C.Cl, predict the reaction product. The product is: [OH:14][CH2:13][C:11]1[CH:10]=[CH:9][C:5]2[NH:6][C:7](=[O:8])[C:2]([CH3:17])([CH3:1])[O:3][C:4]=2[CH:12]=1. (5) Given the reactants [CH3:1][C:2]1[C:7]([CH3:8])=[CH:6][C:5]([CH3:9])=[CH:4][N:3]=1.ClC1C=CC=C(C(OO)=[O:18])C=1.[OH-].[Na+].C[O-].[Na+].CO, predict the reaction product. The product is: [CH3:8][C:7]1[C:2]([CH:1]=[O:18])=[N:3][CH:4]=[C:5]([CH3:9])[CH:6]=1.